From a dataset of NCI-60 drug combinations with 297,098 pairs across 59 cell lines. Regression. Given two drug SMILES strings and cell line genomic features, predict the synergy score measuring deviation from expected non-interaction effect. (1) Synergy scores: CSS=3.85, Synergy_ZIP=-0.920, Synergy_Bliss=0.121, Synergy_Loewe=-5.08, Synergy_HSA=-3.57. Drug 2: CCN(CC)CCNC(=O)C1=C(NC(=C1C)C=C2C3=C(C=CC(=C3)F)NC2=O)C. Cell line: HT29. Drug 1: CS(=O)(=O)C1=CC(=C(C=C1)C(=O)NC2=CC(=C(C=C2)Cl)C3=CC=CC=N3)Cl. (2) Drug 1: CC(C)NC(=O)C1=CC=C(C=C1)CNNC.Cl. Drug 2: C1C(C(OC1N2C=NC3=C2NC=NCC3O)CO)O. Cell line: MOLT-4. Synergy scores: CSS=-0.256, Synergy_ZIP=-2.58, Synergy_Bliss=-4.25, Synergy_Loewe=-4.22, Synergy_HSA=-3.92. (3) Drug 1: C(=O)(N)NO. Drug 2: CC1C(C(CC(O1)OC2CC(CC3=C2C(=C4C(=C3O)C(=O)C5=CC=CC=C5C4=O)O)(C(=O)C)O)N)O. Cell line: NCIH23. Synergy scores: CSS=33.5, Synergy_ZIP=-1.18, Synergy_Bliss=-2.27, Synergy_Loewe=-41.9, Synergy_HSA=-1.74. (4) Drug 1: CCCCC(=O)OCC(=O)C1(CC(C2=C(C1)C(=C3C(=C2O)C(=O)C4=C(C3=O)C=CC=C4OC)O)OC5CC(C(C(O5)C)O)NC(=O)C(F)(F)F)O. Drug 2: COCCOC1=C(C=C2C(=C1)C(=NC=N2)NC3=CC=CC(=C3)C#C)OCCOC.Cl. Cell line: NCI/ADR-RES. Synergy scores: CSS=23.0, Synergy_ZIP=-6.68, Synergy_Bliss=-2.95, Synergy_Loewe=-1.34, Synergy_HSA=-0.709. (5) Drug 1: CC1=C(C=C(C=C1)C(=O)NC2=CC(=CC(=C2)C(F)(F)F)N3C=C(N=C3)C)NC4=NC=CC(=N4)C5=CN=CC=C5. Drug 2: C1CN(CCN1C(=O)CCBr)C(=O)CCBr. Cell line: HT29. Synergy scores: CSS=5.36, Synergy_ZIP=-0.552, Synergy_Bliss=5.64, Synergy_Loewe=1.66, Synergy_HSA=1.43. (6) Drug 1: CCN(CC)CCNC(=O)C1=C(NC(=C1C)C=C2C3=C(C=CC(=C3)F)NC2=O)C. Drug 2: CCCCC(=O)OCC(=O)C1(CC(C2=C(C1)C(=C3C(=C2O)C(=O)C4=C(C3=O)C=CC=C4OC)O)OC5CC(C(C(O5)C)O)NC(=O)C(F)(F)F)O. Cell line: HOP-92. Synergy scores: CSS=59.0, Synergy_ZIP=4.13, Synergy_Bliss=4.68, Synergy_Loewe=1.00, Synergy_HSA=3.25. (7) Drug 1: CC(CN1CC(=O)NC(=O)C1)N2CC(=O)NC(=O)C2. Drug 2: C1CC(=O)NC(=O)C1N2C(=O)C3=CC=CC=C3C2=O. Cell line: SK-MEL-2. Synergy scores: CSS=25.8, Synergy_ZIP=-4.49, Synergy_Bliss=-2.17, Synergy_Loewe=-1.86, Synergy_HSA=-1.64. (8) Drug 1: C1=C(C(=O)NC(=O)N1)F. Drug 2: CN(CC1=CN=C2C(=N1)C(=NC(=N2)N)N)C3=CC=C(C=C3)C(=O)NC(CCC(=O)O)C(=O)O. Cell line: PC-3. Synergy scores: CSS=41.9, Synergy_ZIP=-8.56, Synergy_Bliss=-10.3, Synergy_Loewe=-8.87, Synergy_HSA=-4.09.